The task is: Predict the reactants needed to synthesize the given product.. This data is from Full USPTO retrosynthesis dataset with 1.9M reactions from patents (1976-2016). (1) The reactants are: O=C[C@@H]([C@H]([C@@H]([C@@H](CO)O)O)O)O.O=C[C@@H]([C@H]([C@H](CO)O)O)O.[P:23]([O:27][CH2:28][C@@H:29]([OH:38])[C@@H:30]([OH:37])[C@H:31]([OH:36])[C@@H:32]([OH:35])[CH:33]=[O:34])([OH:26])([OH:25])=[O:24].O=C[C@H]([C@H]([C@@H]([C@@H](CO)O)O)O)O.O=C[C@@H]([C@H]([C@@H](CO)O)O)O. Given the product [CH2:28]([O:27][P:23]([OH:25])([OH:26])=[O:24])[C@H:29]1[O:38][CH:33]([OH:34])[C@H:32]([OH:35])[C@@H:31]([OH:36])[C@@H:30]1[OH:37], predict the reactants needed to synthesize it. (2) Given the product [CH3:1][C:2]1[CH:3]=[CH:4][C:5]([C@@H:21]2[O:26][C@H:25]([CH2:27][OH:28])[C@@H:24]([OH:29])[C@H:23]([OH:30])[C@H:22]2[OH:31])=[CH:6][C:7]=1[CH2:8][C:9]1[S:13][C:12]([C:14]2[CH:15]=[CH:16][C:17]([F:20])=[CH:18][CH:19]=2)=[CH:11][CH:10]=1, predict the reactants needed to synthesize it. The reactants are: [CH3:1][C:2]1[CH:3]=[CH:4][C:5]([C@@H:21]2[O:26][C@H:25]([CH2:27][OH:28])[C@@H:24]([OH:29])[C@H:23]([OH:30])[C@H:22]2[OH:31])=[CH:6][C:7]=1[CH2:8][C:9]1[S:13][C:12]([C:14]2[CH:15]=[CH:16][C:17]([F:20])=[CH:18][CH:19]=2)=[CH:11][CH:10]=1.N1CCC[C@H]1C(O)=O. (3) Given the product [CH2:7]([O:9][C:10](=[O:34])[N:11]([C:23]1[CH:28]=[C:27]([C:4]2[O:5][CH:6]=[C:2]([CH3:1])[N:3]=2)[N:26]=[C:25]([NH2:30])[C:24]=1[N+:31]([O-:33])=[O:32])[CH2:12][C:13]1[CH:14]=[N:15][C:16]([C:19]([F:22])([F:20])[F:21])=[CH:17][CH:18]=1)[CH3:8], predict the reactants needed to synthesize it. The reactants are: [CH3:1][C:2]1[N:3]=[CH:4][O:5][CH:6]=1.[CH2:7]([O:9][C:10](=[O:34])[N:11]([C:23]1[CH:28]=[C:27](Br)[N:26]=[C:25]([NH2:30])[C:24]=1[N+:31]([O-:33])=[O:32])[CH2:12][C:13]1[CH:14]=[N:15][C:16]([C:19]([F:22])([F:21])[F:20])=[CH:17][CH:18]=1)[CH3:8]. (4) Given the product [CH3:23][C:19]1[CH:20]=[N:21][C:22]2[N:10]([CH2:9][CH:8]([C:5]3[CH:4]=[CH:3][C:2]([C:26]#[N:27])=[N:7][CH:6]=3)[OH:25])[C:11]3[CH2:12][CH2:13][N:14]([CH3:24])[CH2:15][C:16]=3[C:17]=2[CH:18]=1, predict the reactants needed to synthesize it. The reactants are: Br[C:2]1[N:7]=[CH:6][C:5]([CH:8]([OH:25])[CH2:9][N:10]2[C:22]3[N:21]=[CH:20][C:19]([CH3:23])=[CH:18][C:17]=3[C:16]3[CH2:15][N:14]([CH3:24])[CH2:13][CH2:12][C:11]2=3)=[CH:4][CH:3]=1.[CH3:26][N:27](C=O)C. (5) Given the product [CH3:24][O:23][C:13]1[C:11]2[N:12]=[C:8]([NH:7][C:6]([NH:26][CH2:27][C:28]3[CH:33]=[CH:32][N:31]=[CH:30][CH:29]=3)=[O:25])[S:9][C:10]=2[C:16]([C:17]2[CH:22]=[CH:21][CH:20]=[CH:19][CH:18]=2)=[CH:15][CH:14]=1, predict the reactants needed to synthesize it. The reactants are: C(O[C:6](=[O:25])[NH:7][C:8]1[S:9][C:10]2[C:16]([C:17]3[CH:22]=[CH:21][CH:20]=[CH:19][CH:18]=3)=[CH:15][CH:14]=[C:13]([O:23][CH3:24])[C:11]=2[N:12]=1)(C)(C)C.[NH2:26][CH2:27][C:28]1[CH:33]=[CH:32][N:31]=[CH:30][CH:29]=1. (6) Given the product [Cl:1][C:2]1[CH:7]=[CH:6][C:5]([NH:8][C:9]2[C:14]([C:15]3[C:23]4[CH:22]=[CH:21][NH:20][C:19](=[O:24])[C:18]=4[N:17]([CH3:26])[CH:16]=3)=[CH:13][C:12]([N+:27]([O-:29])=[O:28])=[CH:11][N:10]=2)=[CH:4][CH:3]=1, predict the reactants needed to synthesize it. The reactants are: [Cl:1][C:2]1[CH:7]=[CH:6][C:5]([NH:8][C:9]2[C:14]([C:15]3[C:23]4[C:18](=[C:19]([O:24]C)[N:20]=[CH:21][CH:22]=4)[N:17]([CH3:26])[CH:16]=3)=[CH:13][C:12]([N+:27]([O-:29])=[O:28])=[CH:11][N:10]=2)=[CH:4][CH:3]=1.Cl. (7) Given the product [CH:1]1([N:4]2[C:12]3[C:7](=[N:8][CH:9]=[CH:10][N:11]=3)[N:6]([C@H:13]3[CH2:16][C@H:15]([NH:17][C:18]4[S:19][C:20]([C:23]([OH:25])=[O:24])=[CH:21][N:22]=4)[CH2:14]3)[C:5]2=[O:27])[CH2:2][CH2:3]1, predict the reactants needed to synthesize it. The reactants are: [CH:1]1([N:4]2[C:12]3[C:7](=[N:8][CH:9]=[CH:10][N:11]=3)[N:6]([C@H:13]3[CH2:16][C@H:15]([NH:17][C:18]4[S:19][C:20]([C:23]([O:25]C)=[O:24])=[CH:21][N:22]=4)[CH2:14]3)[C:5]2=[O:27])[CH2:3][CH2:2]1.[OH-].[Na+]. (8) Given the product [Br:1][C:2]1[CH:3]=[C:4]2[C:9](=[CH:10][CH:11]=1)[O:8][CH2:7][CH:6]([NH2:12])[CH2:5]2, predict the reactants needed to synthesize it. The reactants are: [Br:1][C:2]1[CH:3]=[C:4]2[C:9](=[CH:10][CH:11]=1)[O:8][CH2:7][CH:6]([N+:12]([O-])=O)[CH2:5]2. (9) Given the product [Br:15][C:16]1[CH:17]=[N:18][CH:19]=[C:20]([N:9]2[CH2:10][CH2:11][CH2:12][C@@H:8]2[C:7]([CH3:14])([CH3:13])[O:6][SiH2:5][C:1]([CH3:4])([CH3:2])[CH3:3])[CH:21]=1, predict the reactants needed to synthesize it. The reactants are: [C:1]([SiH2:5][O:6][C:7]([CH3:14])([CH3:13])[C@H:8]1[CH2:12][CH2:11][CH2:10][NH:9]1)([CH3:4])([CH3:3])[CH3:2].[Br:15][C:16]1[CH:17]=[N:18][CH:19]=[C:20](Br)[CH:21]=1.C1C=CC(P(C2C(C3C(P(C4C=CC=CC=4)C4C=CC=CC=4)=CC=C4C=3C=CC=C4)=C3C(C=CC=C3)=CC=2)C2C=CC=CC=2)=CC=1.CC(C)([O-])C.[Na+]. (10) Given the product [CH2:1]([C:3]1[CH:8]=[CH:7][C:6]([C:9]2[C:18]([C:19]([O:21][CH2:22][CH3:23])=[O:20])=[C:17]([C:16]([F:28])([F:15])[C:24]([F:25])([F:26])[F:27])[S:11][N:10]=2)=[CH:5][CH:4]=1)[CH3:2], predict the reactants needed to synthesize it. The reactants are: [CH2:1]([C:3]1[CH:8]=[CH:7][C:6]([C:9]2OC(=O)[S:11][N:10]=2)=[CH:5][CH:4]=1)[CH3:2].[F:15][C:16]([F:28])([C:24]([F:27])([F:26])[F:25])[C:17]#[C:18][C:19]([O:21][CH2:22][CH3:23])=[O:20].ClC1C=CC=C(Cl)C=1.